From a dataset of Reaction yield outcomes from USPTO patents with 853,638 reactions. Predict the reaction yield, written as a fraction of the theoretical maximum amount of product (1.0 means a 100% yield; for example, 0.34 means a 34% yield). (1) The reactants are Cl.Cl.[C:3]([C:7]1[CH:12]=[CH:11][CH:10]=[CH:9][C:8]=1[N:13]1[CH2:18][CH2:17][NH:16][CH2:15][CH2:14]1)([CH3:6])([CH3:5])[CH3:4].[NH:19]1[CH:23]=[N:22][C:21]([C:24](O)=[O:25])=[N:20]1.C(N(CC)CC)C.CCN=C=NCCCN(C)C.C1C=CC2N(O)N=NC=2C=1. The catalyst is CN(C)C=O. The product is [C:3]([C:7]1[CH:12]=[CH:11][CH:10]=[CH:9][C:8]=1[N:13]1[CH2:18][CH2:17][N:16]([C:24]([C:21]2[N:22]=[CH:23][NH:19][N:20]=2)=[O:25])[CH2:15][CH2:14]1)([CH3:6])([CH3:4])[CH3:5]. The yield is 0.560. (2) The reactants are [Si:1]([O:8][C:9]1[CH:14]=[CH:13][C:12]([NH2:15])=[CH:11][CH:10]=1)([C:4]([CH3:7])([CH3:6])[CH3:5])([CH3:3])[CH3:2].Br[C:17]1[CH:18]=[C:19]([CH:24]=[CH:25][C:26]=1[C:27]1([CH3:32])[O:31][CH2:30][CH2:29][O:28]1)[C:20]([O:22][CH3:23])=[O:21]. No catalyst specified. The product is [Si:1]([O:8][C:9]1[CH:14]=[CH:13][C:12]([NH:15][C:25]2[CH:24]=[C:19]([CH:18]=[CH:17][C:26]=2[C:27]2([CH3:32])[O:28][CH2:29][CH2:30][O:31]2)[C:20]([O:22][CH3:23])=[O:21])=[CH:11][CH:10]=1)([C:4]([CH3:7])([CH3:6])[CH3:5])([CH3:3])[CH3:2]. The yield is 0.780.